The task is: Predict the reaction yield, written as a fraction of the theoretical maximum amount of product (1.0 means a 100% yield; for example, 0.34 means a 34% yield).. This data is from Reaction yield outcomes from USPTO patents with 853,638 reactions. (1) The reactants are [F:1][C:2]1[CH:3]=[C:4]([C@@H:8]2[NH:12][CH2:11][C@H:10]([OH:13])[CH2:9]2)[CH:5]=[CH:6][CH:7]=1.[C:14](O[C:14]([O:16][C:17]([CH3:20])([CH3:19])[CH3:18])=[O:15])([O:16][C:17]([CH3:20])([CH3:19])[CH3:18])=[O:15].C(Cl)Cl. The catalyst is CN(C1C=CN=CC=1)C.C1COCC1. The product is [F:1][C:2]1[CH:3]=[C:4]([C@H:8]2[CH2:9][C@@H:10]([OH:13])[CH2:11][N:12]2[C:14]([O:16][C:17]([CH3:20])([CH3:19])[CH3:18])=[O:15])[CH:5]=[CH:6][CH:7]=1. The yield is 0.760. (2) The catalyst is CO. The reactants are [F:1][C:2]1[CH:3]=[C:4]([CH:7]=[CH:8][C:9]=1[CH:10]=[O:11])[C:5]#[N:6].[BH4-].[Na+]. The yield is 0.960. The product is [F:1][C:2]1[CH:3]=[C:4]([CH:7]=[CH:8][C:9]=1[CH2:10][OH:11])[C:5]#[N:6]. (3) The reactants are [N:1]1[C:2]([CH2:10][OH:11])=[CH:3][N:4]2[CH:9]=[CH:8][CH:7]=[CH:6][C:5]=12. The catalyst is [O-2].[O-2].[Mn+4].C(#N)C.C(Cl)(Cl)Cl. The product is [N:1]1[C:2]([CH:10]=[O:11])=[CH:3][N:4]2[CH:9]=[CH:8][CH:7]=[CH:6][C:5]=12. The yield is 0.510. (4) The product is [Cl:1][C:2]1[C:7]2[C:8]([I:11])=[N:9][NH:10][C:6]=2[CH:5]=[CH:4][N:3]=1. The reactants are [Cl:1][C:2]1[C:7]2[CH:8]=[N:9][NH:10][C:6]=2[CH:5]=[CH:4][N:3]=1.[I:11]I.[OH-].[K+]. The yield is 0.410. The catalyst is O1CCOCC1. (5) The reactants are [CH2:1]([C:3]1[CH:8]=[CH:7][CH:6]=[CH:5][C:4]=1[N+:9]([O-:11])=[O:10])[CH3:2].[CH2:12]=[O:13].CC([O-])(C)C.[K+]. The catalyst is CS(C)=O.C(O)(C)(C)C. The product is [N+:9]([C:4]1[CH:5]=[CH:6][CH:7]=[CH:8][C:3]=1[CH:1]([CH3:2])[CH2:12][OH:13])([O-:11])=[O:10]. The yield is 0.890. (6) The reactants are [CH2:1]([C:8]1[C:13](=[O:14])[N:12]2[CH2:15][CH2:16][CH2:17][CH2:18][C:11]2=[N:10][C:9]=1[CH:19](O)[CH:20]([CH3:22])[CH3:21])[C:2]1[CH:7]=[CH:6][CH:5]=[CH:4][CH:3]=1.[C:24]1(=[O:34])[NH:28][C:27](=[O:29])[C:26]2=[CH:30][CH:31]=[CH:32][CH:33]=[C:25]12.C1(P(C2C=CC=CC=2)C2C=CC=CC=2)C=CC=CC=1.CC(OC(/N=N/C(OC(C)C)=O)=O)C. The catalyst is O1CCCC1. The product is [CH2:1]([C:8]1[C:13](=[O:14])[N:12]2[CH2:15][CH2:16][CH2:17][CH2:18][C:11]2=[N:10][C:9]=1[CH:19]([N:28]1[C:24](=[O:34])[C:25]2[C:26](=[CH:30][CH:31]=[CH:32][CH:33]=2)[C:27]1=[O:29])[CH:20]([CH3:22])[CH3:21])[C:2]1[CH:7]=[CH:6][CH:5]=[CH:4][CH:3]=1. The yield is 0.440. (7) The reactants are [C:1]([C:3]1[CH:8]=[C:7]([CH3:9])[N:6]2[C:10]([CH2:20][CH:21]3[CH2:26][CH2:25][C:24]([F:28])([F:27])[CH2:23][CH2:22]3)=[C:11]([C:13](OCCCC)=[O:14])[N:12]=[C:5]2[CH:4]=1)#[N:2].[BH4-].[Li+].CC(C)=O.C(=O)([O-])O.[Na+]. The catalyst is C1COCC1.CO. The product is [F:28][C:24]1([F:27])[CH2:25][CH2:26][CH:21]([CH2:20][C:10]2[N:6]3[C:7]([CH3:9])=[CH:8][C:3]([C:1]#[N:2])=[CH:4][C:5]3=[N:12][C:11]=2[CH2:13][OH:14])[CH2:22][CH2:23]1. The yield is 0.390.